Dataset: Reaction yield outcomes from USPTO patents with 853,638 reactions. Task: Predict the reaction yield, written as a fraction of the theoretical maximum amount of product (1.0 means a 100% yield; for example, 0.34 means a 34% yield). (1) The reactants are [F:1][C:2]1[CH:7]=[CH:6][C:5]([O:8][CH3:9])=[C:4]([N+:10]([O-:12])=[O:11])[CH:3]=1.[Li+].[Cl-].Br[CH2:16][C:17](=[CH2:23])[C:18]([O:20][CH2:21][CH3:22])=[O:19].C([Cu])#N. The catalyst is C1COCC1. The product is [F:1][C:2]1[C:3]([CH2:23][C:17](=[CH2:16])[C:18]([O:20][CH2:21][CH3:22])=[O:19])=[C:4]([N+:10]([O-:12])=[O:11])[C:5]([O:8][CH3:9])=[CH:6][CH:7]=1. The yield is 0.670. (2) The reactants are [C:1]([O:5][C:6](=[O:18])[CH2:7][CH:8]([OH:17])[C:9]1[CH:14]=[CH:13][N:12]=[C:11]([S:15][CH3:16])[N:10]=1)([CH3:4])([CH3:3])[CH3:2].CC(OI1(OC(C)=O)(OC(C)=O)OC(=O)C2C=CC=CC1=2)=O.O.[O-]S(S([O-])=O)=O.[Na+].[Na+]. The catalyst is C(Cl)Cl. The product is [C:1]([O:5][C:6](=[O:18])[CH2:7][C:8]([C:9]1[CH:14]=[CH:13][N:12]=[C:11]([S:15][CH3:16])[N:10]=1)=[O:17])([CH3:3])([CH3:4])[CH3:2]. The yield is 0.950. (3) The reactants are [NH:1]1[CH2:6][CH2:5][CH:4]([C:7]([NH2:9])=[O:8])[CH2:3][CH2:2]1.[C:10](O[C:10]([O:12][C:13]([CH3:16])([CH3:15])[CH3:14])=[O:11])([O:12][C:13]([CH3:16])([CH3:15])[CH3:14])=[O:11]. The catalyst is O. The product is [C:13]([O:12][C:10]([N:1]1[CH2:6][CH2:5][CH:4]([C:7]([NH2:9])=[O:8])[CH2:3][CH2:2]1)=[O:11])([CH3:16])([CH3:15])[CH3:14]. The yield is 0.780. (4) The yield is 0.530. The reactants are [F:1][C:2]1[CH:7]=[CH:6][C:5]([C:8]2[S:9][C:10]3[N:11]=[C:12]([NH2:23])[N:13]=[C:14]([N:17]4[CH2:22][CH2:21][NH:20][CH2:19][CH2:18]4)[C:15]=3[N:16]=2)=[CH:4][CH:3]=1.N1C=CC=CC=1.[Cl:30][C:31]1[CH:41]=[CH:40][C:34]([O:35][CH2:36][C:37](Cl)=[O:38])=[CH:33][CH:32]=1. The catalyst is CN(C=O)C. The product is [NH2:23][C:12]1[N:13]=[C:14]([N:17]2[CH2:18][CH2:19][N:20]([C:37](=[O:38])[CH2:36][O:35][C:34]3[CH:40]=[CH:41][C:31]([Cl:30])=[CH:32][CH:33]=3)[CH2:21][CH2:22]2)[C:15]2[N:16]=[C:8]([C:5]3[CH:6]=[CH:7][C:2]([F:1])=[CH:3][CH:4]=3)[S:9][C:10]=2[N:11]=1.